Dataset: Full USPTO retrosynthesis dataset with 1.9M reactions from patents (1976-2016). Task: Predict the reactants needed to synthesize the given product. (1) The reactants are: [CH2:1]([O:3][C:4](=[O:15])[CH2:5][N:6]1[C:11]([CH3:12])=[CH:10][N:9]=[C:8](Br)[C:7]1=[O:14])[CH3:2].[F:16][C:17]([F:26])([C:20]1[CH:25]=[CH:24][CH:23]=[CH:22][CH:21]=1)[CH2:18][NH2:19]. Given the product [CH2:1]([O:3][C:4](=[O:15])[CH2:5][N:6]1[C:11]([CH3:12])=[CH:10][N:9]=[C:8]([NH:19][CH2:18][C:17]([F:16])([F:26])[C:20]2[CH:25]=[CH:24][CH:23]=[CH:22][CH:21]=2)[C:7]1=[O:14])[CH3:2], predict the reactants needed to synthesize it. (2) Given the product [CH3:31][O:32][C:33]1[CH:41]=[C:40]2[C:36]([CH2:37][CH2:38][CH:39]2[NH:42][C:13](=[O:15])/[C:12](=[CH:16]/[C:17]2[CH:22]=[CH:21][C:20]([N:23]3[CH:27]=[C:26]([CH3:28])[N:25]=[CH:24]3)=[C:19]([O:29][CH3:30])[CH:18]=2)/[CH2:11][CH2:10][CH2:9][Cl:8])=[CH:35][CH:34]=1, predict the reactants needed to synthesize it. The reactants are: FC(F)(F)C(O)=O.[Cl:8][CH2:9][CH2:10][CH2:11]/[C:12](=[CH:16]\[C:17]1[CH:22]=[CH:21][C:20]([N:23]2[CH:27]=[C:26]([CH3:28])[N:25]=[CH:24]2)=[C:19]([O:29][CH3:30])[CH:18]=1)/[C:13]([OH:15])=O.[CH3:31][O:32][C:33]1[CH:41]=[C:40]2[C:36]([CH2:37][CH2:38][CH:39]2[NH2:42])=[CH:35][CH:34]=1.C(N(C(C)C)CC)(C)C.C1C=CC2N(O)N=NC=2C=1.C(=O)(O)[O-].[Na+]. (3) Given the product [CH3:1][O:2][C:3]([C@H:5]1[CH2:6][CH2:7][C@H:8]([CH2:11][NH:12][C:13](=[O:23])[C:14]2[CH:19]=[CH:18][CH:17]=[CH:16][C:15]=2[NH2:20])[CH2:9][CH2:10]1)=[O:4], predict the reactants needed to synthesize it. The reactants are: [CH3:1][O:2][C:3]([C@H:5]1[CH2:10][CH2:9][C@H:8]([CH2:11][NH:12][C:13](=[O:23])[C:14]2[CH:19]=[CH:18][CH:17]=[CH:16][C:15]=2[N+:20]([O-])=O)[CH2:7][CH2:6]1)=[O:4].CC(O)=O.[H][H]. (4) Given the product [CH2:1]([O:8][N:9]1[C:14]2[N:15]=[CH:16][N:17]=[CH:18][C:13]=2[C:12]([OH:19])=[C:11]([C:20]([NH2:27])=[O:21])[C:10]1=[O:25])[C:2]1[CH:7]=[CH:6][CH:5]=[CH:4][CH:3]=1, predict the reactants needed to synthesize it. The reactants are: [CH2:1]([O:8][N:9]1[C:14]2[N:15]=[CH:16][N:17]=[CH:18][C:13]=2[C:12]([OH:19])=[C:11]([C:20](OCC)=[O:21])[C:10]1=[O:25])[C:2]1[CH:7]=[CH:6][CH:5]=[CH:4][CH:3]=1.C[N:27](C=O)C.N.Cl. (5) Given the product [Br:12][C:13]1[CH:18]=[C:17]([C:2]2[S:3][CH:4]=[CH:5][N:6]=2)[CH:16]=[N:15][CH:14]=1, predict the reactants needed to synthesize it. The reactants are: Br[C:2]1[S:3][CH:4]=[CH:5][N:6]=1.C([Mg]Cl)(C)C.[Br:12][C:13]1[CH:14]=[N:15][CH:16]=[C:17](Br)[CH:18]=1. (6) Given the product [Cl:1][C:2]1[CH:3]=[C:4]([O:10][CH2:12][C:13]2[C:23]([F:24])=[CH:22][C:16]([C:17]([O:19][CH2:20][CH3:21])=[O:18])=[C:15]([F:25])[CH:14]=2)[CH:5]=[N:6][C:7]=1[O:8][CH3:9], predict the reactants needed to synthesize it. The reactants are: [Cl:1][C:2]1[CH:3]=[C:4]([OH:10])[CH:5]=[N:6][C:7]=1[O:8][CH3:9].Br[CH2:12][C:13]1[C:23]([F:24])=[CH:22][C:16]([C:17]([O:19][CH2:20][CH3:21])=[O:18])=[C:15]([F:25])[CH:14]=1.C(=O)([O-])[O-].[K+].[K+].